From a dataset of Full USPTO retrosynthesis dataset with 1.9M reactions from patents (1976-2016). Predict the reactants needed to synthesize the given product. Given the product [CH2:1]([N:8]1[C:13](=[O:14])[C:12]([CH2:15][C:16]2[CH:21]=[CH:20][C:19]([C:22]3[C:23]([C:28]#[N:29])=[CH:24][CH:25]=[CH:26][CH:27]=3)=[CH:18][CH:17]=2)=[C:11]([CH2:30][CH2:31][CH2:32][CH3:33])[N:10]=[C:9]1[CH2:34][F:46])[C:2]1[CH:7]=[CH:6][CH:5]=[CH:4][CH:3]=1, predict the reactants needed to synthesize it. The reactants are: [CH2:1]([N:8]1[C:13](=[O:14])[C:12]([CH2:15][C:16]2[CH:21]=[CH:20][C:19]([C:22]3[C:23]([C:28]#[N:29])=[CH:24][CH:25]=[CH:26][CH:27]=3)=[CH:18][CH:17]=2)=[C:11]([CH2:30][CH2:31][CH2:32][CH3:33])[N:10]=[C:9]1[CH2:34]O)[C:2]1[CH:7]=[CH:6][CH:5]=[CH:4][CH:3]=1.COCCN(S(F)(F)[F:46])CCOC.C(=O)([O-])O.[Na+].